From a dataset of Catalyst prediction with 721,799 reactions and 888 catalyst types from USPTO. Predict which catalyst facilitates the given reaction. (1) Reactant: [CH2:1]([C:5]1([C:28]2[CH:33]=[CH:32][CH:31]=[CH:30][CH:29]=2)[C:9]2[CH2:10][N:11]([C:14](=[O:26])/[CH:15]=[CH:16]/[C:17]3[CH:22]=[CH:21][CH:20]=[CH:19][C:18]=3[N+:23]([O-])=O)[CH2:12][CH2:13][C:8]=2[C:7](=[O:27])[O:6]1)[CH:2]([CH3:4])[CH3:3].O.[Sn](Cl)Cl. Product: [NH2:23][C:18]1[CH:19]=[CH:20][CH:21]=[CH:22][C:17]=1/[CH:16]=[CH:15]/[C:14]([N:11]1[CH2:12][CH2:13][C:8]2[C:7](=[O:27])[O:6][C:5]([CH2:1][CH:2]([CH3:3])[CH3:4])([C:28]3[CH:33]=[CH:32][CH:31]=[CH:30][CH:29]=3)[C:9]=2[CH2:10]1)=[O:26]. The catalyst class is: 5. (2) Reactant: C[N:2]([C:4]1[CH:9]=[CH:8][CH:7]=[CH:6][N:5]=1)C.C(=O)(O[N:12]1[C:16](=O)CC[C:13]1=[O:18])O[N:12]1[C:16](=O)CC[C:13]1=[O:18].[NH2:28][C:29]1[CH:34]=[CH:33][C:32]([C:35]2[CH:44]=[CH:43][C:38]([C:39]([NH:41][CH3:42])=[O:40])=[C:37]([NH:45][CH2:46][CH3:47])[N:36]=2)=[CH:31][CH:30]=1.NCC1C=CC(N)=NC=1. Product: [NH2:2][C:4]1[N:5]=[CH:6][C:7]([CH2:16][NH:12][C:13](=[O:18])[NH:28][C:29]2[CH:30]=[CH:31][C:32]([C:35]3[CH:44]=[CH:43][C:38]([C:39]([NH:41][CH3:42])=[O:40])=[C:37]([NH:45][CH2:46][CH3:47])[N:36]=3)=[CH:33][CH:34]=2)=[CH:8][CH:9]=1. The catalyst class is: 531. (3) Reactant: [Br:1][C:2]1[CH:7]=[CH:6][CH:5]=[CH:4][C:3]=1[CH:8]1[C:17]2[C:12](=[CH:13][CH:14]=[C:15]([Cl:18])[CH:16]=2)[CH2:11][C:10](=[O:19])[CH2:9]1.S(=O)(=O)(O)O.C[Si]([N:29]=[N+]=[N-])(C)C.C(=O)(O)[O-].[Na+]. Product: [Br:1][C:2]1[CH:7]=[CH:6][CH:5]=[CH:4][C:3]=1[CH:8]1[CH2:9][NH:29][C:10](=[O:19])[CH2:11][C:12]2[CH:13]=[CH:14][C:15]([Cl:18])=[CH:16][C:17]1=2. The catalyst class is: 4. (4) Reactant: [CH3:1][O:2][N:3]([CH3:13])[C:4](=[O:12])[C:5]1[CH:10]=[CH:9][CH:8]=[N:7][C:6]=1[OH:11].Cl[C:15]([F:20])([F:19])C([O-])=O.[Na+].[OH-].[Na+].Cl. The catalyst class is: 145. Product: [CH3:1][O:2][N:3]([CH3:13])[C:4](=[O:12])[C:5]1[CH:10]=[CH:9][CH:8]=[N:7][C:6]=1[O:11][CH:15]([F:20])[F:19]. (5) Reactant: [F:1][C:2]1[CH:3]=[C:4]([CH:19]=[CH:20][C:21]=1[F:22])[CH2:5][NH:6][C:7]([C:9]1[CH:14]=[C:13]([CH3:15])[N:12]2[N:16]=[CH:17][CH:18]=[C:11]2[N:10]=1)=[O:8].C(O)(=O)C.[Br:27]Br. Product: [F:1][C:2]1[CH:3]=[C:4]([CH:19]=[CH:20][C:21]=1[F:22])[CH2:5][NH:6][C:7]([C:9]1[CH:14]=[C:13]([CH2:15][Br:27])[N:12]2[N:16]=[CH:17][CH:18]=[C:11]2[N:10]=1)=[O:8]. The catalyst class is: 2. (6) Reactant: [Br:1][C:2]1[C:3](=[O:31])[N:4]([C:20]2[CH:21]=[C:22]([CH:27]=[CH:28][C:29]=2[CH3:30])[C:23]([NH:25][CH3:26])=[O:24])[C:5]([CH2:18][OH:19])=[CH:6][C:7]=1[O:8][CH2:9][C:10]1[CH:15]=[CH:14][C:13]([F:16])=[CH:12][C:11]=1[F:17].N1C=CC=CC=1.[C:38](OC(=O)C)(=[O:40])[CH3:39]. Product: [C:38]([O:19][CH2:18][C:5]1[N:4]([C:20]2[CH:21]=[C:22]([C:23]([NH:25][CH3:26])=[O:24])[CH:27]=[CH:28][C:29]=2[CH3:30])[C:3](=[O:31])[C:2]([Br:1])=[C:7]([O:8][CH2:9][C:10]2[CH:15]=[CH:14][C:13]([F:16])=[CH:12][C:11]=2[F:17])[CH:6]=1)(=[O:40])[CH3:39]. The catalyst class is: 2. (7) Reactant: [Cl:1][C:2]1[CH:23]=[CH:22][C:5]2[N:6]([CH2:13][C:14]3[CH:19]=[CH:18][C:17]([O:20][CH3:21])=[CH:16][CH:15]=3)[C:7](=[O:12])[CH2:8][NH:9][C:10](=O)[C:4]=2[CH:3]=1.O=P(Cl)(Cl)[Cl:26]. Product: [Cl:26][C:10]1[C:4]2[CH:3]=[C:2]([Cl:1])[CH:23]=[CH:22][C:5]=2[N:6]([CH2:13][C:14]2[CH:19]=[CH:18][C:17]([O:20][CH3:21])=[CH:16][CH:15]=2)[C:7](=[O:12])[CH2:8][N:9]=1. The catalyst class is: 11. (8) Reactant: [H-].[Na+].P(=O)([O-])O[C:5](CC)([CH2:8]C)[C:6]#[N:7].I[C:15]1[CH:20]=[CH:19][C:18]([O:21][CH3:22])=[CH:17][CH:16]=1.O. Product: [O:21]1[C:18]2[CH:17]=[CH:16][CH:15]=[CH:20][C:19]=2[CH:8]([CH2:5][CH2:6][NH2:7])[CH2:22]1. The catalyst class is: 49. (9) Reactant: C([N:8]1[CH2:24][CH2:23][CH2:22][C:9]21[O:14][CH2:13][CH2:12][N:11]([C:15]([O:17][C:18]([CH3:21])([CH3:20])[CH3:19])=[O:16])[CH2:10]2)C1C=CC=CC=1. Product: [O:14]1[C:9]2([CH2:22][CH2:23][CH2:24][NH:8]2)[CH2:10][N:11]([C:15]([O:17][C:18]([CH3:21])([CH3:20])[CH3:19])=[O:16])[CH2:12][CH2:13]1. The catalyst class is: 19. (10) Reactant: [C:1]1([CH3:19])[CH:6]=[CH:5][C:4]([S:7]([N:10]2[CH2:15][CH2:14][S:13][CH2:12][C@H:11]2[C:16]([OH:18])=[O:17])(=[O:9])=[O:8])=[CH:3][CH:2]=1.[S:20]1[CH:24]=[CH:23][CH:22]=[C:21]1[CH:25](O)[CH3:26].C1CCC(N=C=NC2CCCCC2)CC1. Product: [S:20]1[CH:24]=[CH:23][CH:22]=[C:21]1[CH2:25][CH2:26][O:17][C:16]([C@@H:11]1[CH2:12][S:13][CH2:14][CH2:15][N:10]1[S:7]([C:4]1[CH:3]=[CH:2][C:1]([CH3:19])=[CH:6][CH:5]=1)(=[O:9])=[O:8])=[O:18]. The catalyst class is: 79.